Task: Predict the reaction yield, written as a fraction of the theoretical maximum amount of product (1.0 means a 100% yield; for example, 0.34 means a 34% yield).. Dataset: Reaction yield outcomes from USPTO patents with 853,638 reactions The reactants are [CH:1]1([CH:7]([NH:10][C:11](=[O:17])[O:12][C:13]([CH3:16])([CH3:15])[CH3:14])[CH2:8]O)[CH2:6][CH2:5][CH2:4][CH2:3][CH2:2]1.[Br:18][C:19]1[C:20](=[O:36])[NH:21][C:22](=[O:35])[N:23]([CH2:26][C:27]2[C:32]([F:33])=[CH:31][CH:30]=[CH:29][C:28]=2[F:34])[C:24]=1[CH3:25].C1(P(C2C=CC=CC=2)C2C=CC=CC=2)C=CC=CC=1.CC(OC(/N=N/C(OC(C)(C)C)=O)=O)(C)C. The catalyst is C1COCC1. The product is [Br:18][C:19]1[C:20](=[O:36])[N:21]([CH2:8][C@H:7]([NH:10][C:11]([O:12][C:13]([CH3:16])([CH3:15])[CH3:14])=[O:17])[CH:1]2[CH2:6][CH2:5][CH2:4][CH2:3][CH2:2]2)[C:22](=[O:35])[N:23]([CH2:26][C:27]2[C:28]([F:34])=[CH:29][CH:30]=[CH:31][C:32]=2[F:33])[C:24]=1[CH3:25]. The yield is 0.954.